Task: Predict the reaction yield, written as a fraction of the theoretical maximum amount of product (1.0 means a 100% yield; for example, 0.34 means a 34% yield).. Dataset: Reaction yield outcomes from USPTO patents with 853,638 reactions (1) The product is [CH3:16][O:15][C:4]1[CH:3]=[C:2]([O:1][CH2:50][CH2:49][O:48][CH2:47][CH2:46][O:45][CH3:43])[C:9]([C:10]2[S:11][CH:12]=[CH:13][CH:14]=2)=[CH:8][C:5]=1[CH:6]=[O:7]. The reactants are [OH:1][C:2]1[C:9]([C:10]2[S:11][CH:12]=[CH:13][CH:14]=2)=[CH:8][C:5]([CH:6]=[O:7])=[C:4]([O:15][CH3:16])[CH:3]=1.C1(P(C2C=CC=CC=2)C2C=CC=CC=2)C=CC=CC=1.N([C:43]([O:45][CH2:46][CH3:47])=O)=N[C:43]([O:45][CH2:46][CH3:47])=O.[O:48]1CC[CH2:50][CH2:49]1. The yield is 0.450. No catalyst specified. (2) The reactants are [F:1][C:2]1([F:18])[C@H:6]([OH:7])[C@@H:5]([CH2:8][OH:9])[O:4][C@H:3]1[N:10]1[CH:17]=[CH:16][C:14]([NH2:15])=[N:13][C:11]1=[O:12].[ClH:19]. The catalyst is C(O)C. The product is [ClH:19].[F:18][C:2]1([F:1])[C@H:6]([OH:7])[C@@H:5]([CH2:8][OH:9])[O:4][C@H:3]1[N:10]1[CH:17]=[CH:16][C:14]([NH2:15])=[N:13][C:11]1=[O:12]. The yield is 0.900. (3) The catalyst is O1CCCC1.C(O)C.O. The reactants are [CH2:1]([NH:8][C:9]1[CH:10]=[C:11]2[C:16](=[CH:17][CH:18]=1)[CH:15]=[C:14]([C:19]([O:21]CC1C=CC=CC=1)=[O:20])[CH:13]=[CH:12]2)[C:2]1[CH:7]=[CH:6][CH:5]=[CH:4][CH:3]=1.O.[OH-].[Li+]. The product is [CH2:1]([NH:8][C:9]1[CH:10]=[C:11]2[C:16](=[CH:17][CH:18]=1)[CH:15]=[C:14]([C:19]([OH:21])=[O:20])[CH:13]=[CH:12]2)[C:2]1[CH:3]=[CH:4][CH:5]=[CH:6][CH:7]=1. The yield is 0.880. (4) The reactants are [CH3:1][C:2]1[C:6]2[C:7](=[O:20])[N:8]([CH2:12][CH2:13][N:14]3[CH2:19][CH2:18][CH2:17][CH2:16][CH2:15]3)[CH2:9][CH2:10][CH2:11][C:5]=2[NH:4][C:3]=1[CH:21]=O.[CH3:23][O:24][C:25]1[CH:30]=[CH:29][C:28]([C:31]2[CH:32]=[C:33]3[C:37](=[CH:38][CH:39]=2)[NH:36][C:35](=[O:40])[CH2:34]3)=[CH:27][CH:26]=1. No catalyst specified. The product is [CH3:23][O:24][C:25]1[CH:30]=[CH:29][C:28]([C:31]2[CH:32]=[C:33]3[C:37](=[CH:38][CH:39]=2)[NH:36][C:35](=[O:40])/[C:34]/3=[CH:21]\[C:3]2[NH:4][C:5]3[CH2:11][CH2:10][CH2:9][N:8]([CH2:12][CH2:13][N:14]4[CH2:15][CH2:16][CH2:17][CH2:18][CH2:19]4)[C:7](=[O:20])[C:6]=3[C:2]=2[CH3:1])=[CH:27][CH:26]=1. The yield is 0.687. (5) The reactants are N[C:2]1[CH:3]=[C:4]([CH:8]=[CH:9][C:10]=1[C:11]([O:13][CH3:14])=[O:12])[C:5]([OH:7])=[O:6].N([O-])=O.[Na+].C(OCC)(=O)C.[BrH:25]. The catalyst is C(O)(=O)C.[Cu](Cl)Cl. The product is [Br:25][C:2]1[CH:3]=[C:4]([CH:8]=[CH:9][C:10]=1[C:11]([O:13][CH3:14])=[O:12])[C:5]([OH:7])=[O:6]. The yield is 0.590. (6) The reactants are C(NC(C)C)(C)C.[Li]CCCC.[Br:13][C:14]1[CH:19]=[CH:18][C:17]([F:20])=[CH:16][N:15]=1.[Li+].CC([N-]C(C)C)C.[CH2:29]([Si:31]([CH2:35][CH3:36])([CH2:33][CH3:34])Cl)[CH3:30]. The catalyst is C1COCC1. The product is [Br:13][C:14]1[CH:19]=[C:18]([Si:31]([CH2:35][CH3:36])([CH2:33][CH3:34])[CH2:29][CH3:30])[C:17]([F:20])=[CH:16][N:15]=1. The yield is 0.960. (7) The reactants are Cl[C:2]1[CH:3]=[C:4](N)[C:5]([NH:17][C@H:18]([C:20]2[CH:25]=[CH:24][C:23]([F:26])=[CH:22][CH:21]=2)[CH3:19])=[N:6][C:7]=1[NH:8][C:9]1[CH:13]=[C:12]([CH:14]2CC2)[NH:11][N:10]=1.CC[N:30]([CH:34](C)C)C(C)C.[F:37]C1C=CC([C@@H](N)C)=CC=1. The catalyst is CCCCO.O. The product is [F:37][C:2]1[C:7]([NH:8][C:9]2[CH:13]=[C:12]([CH3:14])[NH:11][N:10]=2)=[N:6][C:5]([NH:17][C@H:18]([C:20]2[CH:25]=[CH:24][C:23]([F:26])=[CH:22][CH:21]=2)[CH3:19])=[C:4]([CH:3]=1)[C:34]#[N:30]. The yield is 0.910. (8) The reactants are [CH2:1]([O:3][C:4]([C:6]1[CH:7]=[C:8]2[C:13](=[CH:14][CH:15]=1)[NH:12][CH:11]([C:16]1[CH:21]=[CH:20][CH:19]=[C:18]([Br:22])[CH:17]=1)[C:10]([CH3:24])([CH3:23])[CH:9]2O)=[O:5])[CH3:2].FC(F)(F)C(O)=O. The catalyst is C([SiH](CC)CC)C. The product is [CH2:1]([O:3][C:4]([C:6]1[CH:7]=[C:8]2[C:13](=[CH:14][CH:15]=1)[NH:12][CH:11]([C:16]1[CH:21]=[CH:20][CH:19]=[C:18]([Br:22])[CH:17]=1)[C:10]([CH3:23])([CH3:24])[CH2:9]2)=[O:5])[CH3:2]. The yield is 0.780. (9) The reactants are [OH:1][CH2:2][CH:3]1[C:12]2[C:7]3=[C:8]([CH2:13][N:14]([C:18]([O:20][C:21]([CH3:24])([CH3:23])[CH3:22])=[O:19])[CH2:15][CH:16]([CH3:17])[N:6]3[CH2:5][CH2:4]1)[CH:9]=[CH:10][CH:11]=2.C(N(CC)CC)C.[CH3:32][S:33](Cl)(=[O:35])=[O:34]. The catalyst is C(Cl)Cl. The product is [CH3:17][CH:16]1[N:6]2[C:7]3[C:12]([CH:3]([CH2:2][O:1][S:33]([CH3:32])(=[O:35])=[O:34])[CH2:4][CH2:5]2)=[CH:11][CH:10]=[CH:9][C:8]=3[CH2:13][N:14]([C:18]([O:20][C:21]([CH3:23])([CH3:22])[CH3:24])=[O:19])[CH2:15]1. The yield is 0.430. (10) The reactants are C1(P(C2C=CC=CC=2)C2C=CC=CC=2)C=CC=CC=1.[Cl:20][CH:21]([CH2:26][C:27]1[CH:32]=[CH:31][C:30]([CH2:33][CH2:34][OH:35])=[CH:29][CH:28]=1)[C:22]([O:24][CH3:25])=[O:23].[CH2:36]([O:43][C:44]1[CH:49]=[CH:48][C:47](O)=[CH:46][CH:45]=1)[C:37]1[CH:42]=[CH:41][CH:40]=[CH:39][CH:38]=1.N(C(OC(C)C)=O)=NC(OC(C)C)=O. The catalyst is C1(C)C=CC=CC=1. The product is [CH2:36]([O:43][C:44]1[CH:49]=[CH:48][C:47]([O:35][CH2:34][CH2:33][C:30]2[CH:29]=[CH:28][C:27]([CH2:26][CH:21]([Cl:20])[C:22]([O:24][CH3:25])=[O:23])=[CH:32][CH:31]=2)=[CH:46][CH:45]=1)[C:37]1[CH:42]=[CH:41][CH:40]=[CH:39][CH:38]=1. The yield is 0.610.